This data is from Peptide-MHC class I binding affinity with 185,985 pairs from IEDB/IMGT. The task is: Regression. Given a peptide amino acid sequence and an MHC pseudo amino acid sequence, predict their binding affinity value. This is MHC class I binding data. (1) The peptide sequence is VFSFWLLCK. The MHC is HLA-A68:01 with pseudo-sequence HLA-A68:01. The binding affinity (normalized) is 0.474. (2) The peptide sequence is TPREAPYEL. The MHC is HLA-A02:03 with pseudo-sequence HLA-A02:03. The binding affinity (normalized) is 0.0847. (3) The peptide sequence is RGRGVAIHR. The MHC is HLA-A26:01 with pseudo-sequence HLA-A26:01. The binding affinity (normalized) is 0.0847.